This data is from Full USPTO retrosynthesis dataset with 1.9M reactions from patents (1976-2016). The task is: Predict the reactants needed to synthesize the given product. Given the product [N:1]([CH2:10][C@@H:11]([NH:23][C:24]([O:26][C:27]([CH3:28])([CH3:30])[CH3:29])=[O:25])[CH2:12][CH2:13][CH2:14][NH:15][C:16](=[O:17])[O:18][C:19]([CH3:20])([CH3:21])[CH3:22])=[N+:2]=[N-:3], predict the reactants needed to synthesize it. The reactants are: [N-:1]=[N+:2]=[N-:3].[Na+].CS(O[CH2:10][C@@H:11]([NH:23][C:24]([O:26][C:27]([CH3:30])([CH3:29])[CH3:28])=[O:25])[CH2:12][CH2:13][CH2:14][NH:15][C:16]([O:18][C:19]([CH3:22])([CH3:21])[CH3:20])=[O:17])(=O)=O.